From a dataset of Catalyst prediction with 721,799 reactions and 888 catalyst types from USPTO. Predict which catalyst facilitates the given reaction. (1) Reactant: [CH3:1][N:2]1[CH:6]=[C:5]([C:7]2[NH:12][C:11](=O)[N:10]3[CH:14]=[CH:15][N:16]=[C:9]3[CH:8]=2)[CH:4]=[N:3]1.CCN(C(C)C)C(C)C.O=P(Cl)(Cl)[Cl:28].CO.CCN(C(C)C)C(C)C.CCOC(C)=O. Product: [Cl:28][C:11]1[N:10]2[CH:14]=[CH:15][N:16]=[C:9]2[CH:8]=[C:7]([C:5]2[CH:4]=[N:3][N:2]([CH3:1])[CH:6]=2)[N:12]=1. The catalyst class is: 2. (2) The catalyst class is: 4. Product: [CH:6]([O:9][C:10](=[O:27])[CH2:11][C@H:12]([CH:21]1[CH2:22][CH2:23][N:24]([S:2]([CH3:1])(=[O:4])=[O:3])[CH2:25][CH2:26]1)[C:13]1[CH:18]=[C:17]([F:19])[CH:16]=[C:15]([F:20])[CH:14]=1)([CH3:8])[CH3:7]. Reactant: [CH3:1][S:2](Cl)(=[O:4])=[O:3].[CH:6]([O:9][C:10](=[O:27])[CH2:11][C@H:12]([CH:21]1[CH2:26][CH2:25][NH:24][CH2:23][CH2:22]1)[C:13]1[CH:18]=[C:17]([F:19])[CH:16]=[C:15]([F:20])[CH:14]=1)([CH3:8])[CH3:7].C(N(CC)CC)C. (3) Reactant: Br[C:2]1([CH2:9][CH2:10][CH3:11])[CH2:7][CH2:6][CH2:5][CH2:4][C:3]1=[O:8].Cl[Si:13]([CH3:16])([CH3:15])[CH3:14].CN(CCN(C)C)C. Product: [CH3:14][Si:13]([CH3:16])([CH3:15])[O:8][C:3]1[CH2:4][CH2:5][CH2:6][CH2:7][C:2]=1[CH2:9][CH2:10][CH3:11]. The catalyst class is: 324. (4) Reactant: Cl[C:2]1[C:11]([CH3:12])=[C:10]([Cl:13])[C:9]2[C:4](=[CH:5][CH:6]=[C:7]([F:14])[CH:8]=2)[N:3]=1.[F:15][C:16]1[CH:17]=[C:18](B(O)O)[CH:19]=[N:20][CH:21]=1.C(=O)([O-])[O-].[Na+].[Na+].O. Product: [Cl:13][C:10]1[C:9]2[C:4](=[CH:5][CH:6]=[C:7]([F:14])[CH:8]=2)[N:3]=[C:2]([C:18]2[CH:19]=[N:20][CH:21]=[C:16]([F:15])[CH:17]=2)[C:11]=1[CH3:12]. The catalyst class is: 109. (5) Reactant: [NH:1]1[C:9]2[C:4](=[CH:5][C:6]([NH:10][C:11]([C:13]3[C:14]([C:19]4[CH:24]=[CH:23][C:22]([C:25]([F:28])([F:27])[F:26])=[CH:21][CH:20]=4)=[CH:15][CH:16]=[CH:17][CH:18]=3)=[O:12])=[CH:7][CH:8]=2)[CH2:3][CH2:2]1.[N:29]1[CH:34]=[CH:33][CH:32]=[CH:31][C:30]=1[CH2:35][CH2:36][C:37](O)=[O:38].O.ON1C2C=CC=CC=2N=N1.[ClH:51].CN(C)CCCN=C=NCC. Product: [ClH:51].[N:29]1[CH:34]=[CH:33][CH:32]=[CH:31][C:30]=1[CH2:35][CH2:36][C:37]([N:1]1[C:9]2[C:4](=[CH:5][C:6]([NH:10][C:11]([C:13]3[C:14]([C:19]4[CH:20]=[CH:21][C:22]([C:25]([F:26])([F:27])[F:28])=[CH:23][CH:24]=4)=[CH:15][CH:16]=[CH:17][CH:18]=3)=[O:12])=[CH:7][CH:8]=2)[CH2:3][CH2:2]1)=[O:38]. The catalyst class is: 255.